Dataset: Full USPTO retrosynthesis dataset with 1.9M reactions from patents (1976-2016). Task: Predict the reactants needed to synthesize the given product. (1) Given the product [OH:32][NH:33][C:4](=[O:5])[CH2:3][C:2](=[O:1])[CH2:9][C:10]1[CH:15]=[CH:14][C:13]([O:16][CH2:17][C:18]2[CH:23]=[CH:22][CH:21]=[CH:20][C:19]=2[O:24][C:25]2[CH:30]=[CH:29][CH:28]=[CH:27][CH:26]=2)=[CH:12][CH:11]=1, predict the reactants needed to synthesize it. The reactants are: [O:1]=[C:2]([CH2:9][C:10]1[CH:15]=[CH:14][C:13]([O:16][CH2:17][C:18]2[CH:23]=[CH:22][CH:21]=[CH:20][C:19]=2[O:24][C:25]2[CH:30]=[CH:29][CH:28]=[CH:27][CH:26]=2)=[CH:12][CH:11]=1)[CH2:3][C:4](OCC)=[O:5].[Cl-].[OH:32][NH3+:33].[OH-].[Na+].Cl. (2) Given the product [OH:6][CH2:5][C:4]1[CH:3]=[C:2]([CH:9]=[CH:8][CH:7]=1)[O:1][C:15]1[CH:20]=[CH:19][N:18]=[C:17]([C:21]([NH2:23])=[O:22])[CH:16]=1, predict the reactants needed to synthesize it. The reactants are: [OH:1][C:2]1[CH:3]=[C:4]([CH:7]=[CH:8][CH:9]=1)[CH2:5][OH:6].[O-]CC.[Na+].Cl[C:15]1[CH:20]=[CH:19][N:18]=[C:17]([C:21]([NH2:23])=[O:22])[CH:16]=1.OC1C=C(C=CC=1)C=O. (3) Given the product [CH2:12]([O:14][C:15](=[O:32])[CH:16]([N:18]1[C:23]2[CH:24]=[C:25]([O:39][C:33](=[O:34])[CH3:35])[CH:26]=[CH:27][C:22]=2[O:21][CH2:20][C:19]1=[O:31])[CH3:17])[CH3:13], predict the reactants needed to synthesize it. The reactants are: NC(N)=O.OO.C([O-])(O)=O.[Na+].[CH2:12]([O:14][C:15](=[O:32])[CH:16]([N:18]1[C:23]2[CH:24]=[C:25](C(=O)C)[CH:26]=[CH:27][C:22]=2[O:21][CH2:20][C:19]1=[O:31])[CH3:17])[CH3:13].[C:33]([O:39]C(C(F)(F)F)=O)([C:35](F)(F)F)=[O:34]. (4) The reactants are: [F:1][C:2]1[CH:3]=[C:4]([S:9]([OH:11])=[O:10])[CH:5]=[CH:6][C:7]=1[F:8].C(N(CC)CC)C.Br[CH:20]1[CH2:23][CH2:22][CH2:21]1.[I-].[Na+]. Given the product [CH:20]1([S:9]([C:4]2[CH:5]=[CH:6][C:7]([F:8])=[C:2]([F:1])[CH:3]=2)(=[O:11])=[O:10])[CH2:23][CH2:22][CH2:21]1, predict the reactants needed to synthesize it.